This data is from Forward reaction prediction with 1.9M reactions from USPTO patents (1976-2016). The task is: Predict the product of the given reaction. The product is: [ClH:41].[NH:1]1[C:5]2[CH:6]=[CH:7][CH:8]=[CH:9][C:4]=2[N:3]=[C:2]1[CH2:10][N:11]1[C:19]2[CH:18]=[CH:17][CH:16]=[C:15]([Br:20])[C:14]=2[C:13]2[CH2:21][CH2:22][NH:23][CH2:24][CH2:25][C:12]1=2. Given the reactants [NH:1]1[C:5]2[CH:6]=[CH:7][CH:8]=[CH:9][C:4]=2[N:3]=[C:2]1[CH2:10][N:11]1[C:19]2[CH:18]=[CH:17][CH:16]=[C:15]([Br:20])[C:14]=2[C:13]2[CH2:21][CH2:22][N:23](C(OC(C)(C)C)=O)[CH2:24][CH2:25][C:12]1=2.FC(F)(F)C(O)=O.C(Cl)[Cl:41], predict the reaction product.